This data is from Merck oncology drug combination screen with 23,052 pairs across 39 cell lines. The task is: Regression. Given two drug SMILES strings and cell line genomic features, predict the synergy score measuring deviation from expected non-interaction effect. (1) Drug 1: O=C(O)C1(Cc2cccc(Nc3nccs3)n2)CCC(Oc2cccc(Cl)c2F)CC1. Drug 2: COC1=C2CC(C)CC(OC)C(O)C(C)C=C(C)C(OC(N)=O)C(OC)C=CC=C(C)C(=O)NC(=CC1=O)C2=O. Cell line: OV90. Synergy scores: synergy=-3.21. (2) Drug 1: O=S1(=O)NC2(CN1CC(F)(F)F)C1CCC2Cc2cc(C=CCN3CCC(C(F)(F)F)CC3)ccc2C1. Drug 2: O=C(CCCCCCC(=O)Nc1ccccc1)NO. Cell line: ES2. Synergy scores: synergy=-3.92. (3) Synergy scores: synergy=-17.0. Cell line: NCIH2122. Drug 2: COc1cccc2c1C(=O)c1c(O)c3c(c(O)c1C2=O)CC(O)(C(=O)CO)CC3OC1CC(N)C(O)C(C)O1. Drug 1: O=S1(=O)NC2(CN1CC(F)(F)F)C1CCC2Cc2cc(C=CCN3CCC(C(F)(F)F)CC3)ccc2C1. (4) Drug 1: NC1(c2ccc(-c3nc4ccn5c(=O)[nH]nc5c4cc3-c3ccccc3)cc2)CCC1. Drug 2: CC(C)CC(NC(=O)C(Cc1ccccc1)NC(=O)c1cnccn1)B(O)O. Cell line: MSTO. Synergy scores: synergy=64.8. (5) Drug 1: NC1CCCCC1N.O=C(O)C(=O)O.[Pt+2]. Drug 2: CNC(=O)c1cc(Oc2ccc(NC(=O)Nc3ccc(Cl)c(C(F)(F)F)c3)cc2)ccn1. Cell line: T47D. Synergy scores: synergy=-2.20.